This data is from Forward reaction prediction with 1.9M reactions from USPTO patents (1976-2016). The task is: Predict the product of the given reaction. (1) Given the reactants [Br-:1].[Br:2][CH2:3][CH2:4][CH2:5][P+:6]([C:19]1[CH:24]=[CH:23][CH:22]=[CH:21][CH:20]=1)([C:13]1[CH:18]=[CH:17][CH:16]=[CH:15][CH:14]=1)[C:7]1[CH:12]=[CH:11][CH:10]=[CH:9][CH:8]=1.[NH3:25].CO, predict the reaction product. The product is: [BrH:2].[Br-:1].[NH2:25][CH2:3][CH2:4][CH2:5][P+:6]([C:19]1[CH:24]=[CH:23][CH:22]=[CH:21][CH:20]=1)([C:13]1[CH:18]=[CH:17][CH:16]=[CH:15][CH:14]=1)[C:7]1[CH:12]=[CH:11][CH:10]=[CH:9][CH:8]=1. (2) Given the reactants [Cl:1][C:2]1[CH:3]=[C:4]([C:9]2([C:22]([F:25])([F:24])[F:23])[O:13][N:12]=[C:11]([C:14]3[CH:15]=[CH:16][C:17]([CH3:21])=[C:18]([CH:20]=3)[NH2:19])[CH2:10]2)[CH:5]=[C:6]([Cl:8])[CH:7]=1.[F:26][C:27]1[CH:35]=[CH:34][CH:33]=[CH:32][C:28]=1[C:29](O)=[O:30].Cl.C(N(CC)CCCN=C=NCC)C.C(=O)([O-])O.[Na+], predict the reaction product. The product is: [Cl:1][C:2]1[CH:3]=[C:4]([C:9]2([C:22]([F:23])([F:25])[F:24])[O:13][N:12]=[C:11]([C:14]3[CH:15]=[CH:16][C:17]([CH3:21])=[C:18]([NH:19][C:29](=[O:30])[C:28]4[CH:32]=[CH:33][CH:34]=[CH:35][C:27]=4[F:26])[CH:20]=3)[CH2:10]2)[CH:5]=[C:6]([Cl:8])[CH:7]=1. (3) Given the reactants C[O:2][C:3]1[CH:4]=[C:5]([C:12]([F:15])([F:14])[F:13])[CH:6]=[C:7]([N+:9]([O-:11])=[O:10])[CH:8]=1.Cl.[NH+]1C=CC=CC=1, predict the reaction product. The product is: [OH:2][C:3]1[CH:4]=[C:5]([C:12]([F:13])([F:14])[F:15])[CH:6]=[C:7]([N+:9]([O-:11])=[O:10])[CH:8]=1. (4) Given the reactants [F:1][C:2]1[CH:3]=[C:4]([CH2:26]O)[CH:5]=[CH:6][C:7]=1[C:8]1[S:9][C:10]2[C:15]([N:16]=1)=[CH:14][CH:13]=[C:12]([C:17]1([C:20]3[CH:25]=[CH:24][CH:23]=[CH:22][CH:21]=3)[CH2:19][CH2:18]1)[N:11]=2.C1(P(C2C=CC=CC=2)C2C=CC=CC=2)C=CC=CC=1.C(Br)(Br)(Br)[Br:48], predict the reaction product. The product is: [Br:48][CH2:26][C:4]1[CH:5]=[CH:6][C:7]([C:8]2[S:9][C:10]3[C:15]([N:16]=2)=[CH:14][CH:13]=[C:12]([C:17]2([C:20]4[CH:25]=[CH:24][CH:23]=[CH:22][CH:21]=4)[CH2:19][CH2:18]2)[N:11]=3)=[C:2]([F:1])[CH:3]=1.